This data is from Forward reaction prediction with 1.9M reactions from USPTO patents (1976-2016). The task is: Predict the product of the given reaction. Given the reactants [F:1][C:2]1[C:3]([CH3:9])=[C:4]([CH:6]=[CH:7][CH:8]=1)[NH2:5].C1C(=O)N([Br:17])C(=O)C1.[O-]S([O-])(=S)=O.[Na+].[Na+], predict the reaction product. The product is: [Br:17][C:8]1[CH:7]=[CH:6][C:4]([NH2:5])=[C:3]([CH3:9])[C:2]=1[F:1].